This data is from Forward reaction prediction with 1.9M reactions from USPTO patents (1976-2016). The task is: Predict the product of the given reaction. Given the reactants [F:1][C:2]1[C:7]([N+:8]([O-])=O)=[CH:6][C:5]([N:11]2[C:15](=[O:16])[N:14]([CH3:17])[N:13]=[N:12]2)=[C:4]([O:18][CH3:19])[CH:3]=1.[Cl-].[NH4+], predict the reaction product. The product is: [NH2:8][C:7]1[C:2]([F:1])=[CH:3][C:4]([O:18][CH3:19])=[C:5]([N:11]2[C:15](=[O:16])[N:14]([CH3:17])[N:13]=[N:12]2)[CH:6]=1.